This data is from Full USPTO retrosynthesis dataset with 1.9M reactions from patents (1976-2016). The task is: Predict the reactants needed to synthesize the given product. (1) The reactants are: C(OCC)(=O)C.[F:7][C:8]1[CH:9]=[C:10]([CH:14]=[C:15]([F:18])[C:16]=1[F:17])[C:11](Cl)=[O:12].[CH:19]1([CH2:25][NH2:26])[CH2:24][CH2:23][CH2:22][CH2:21][CH2:20]1. Given the product [CH:19]1([CH2:25][NH:26][C:11](=[O:12])[C:10]2[CH:9]=[C:8]([F:7])[C:16]([F:17])=[C:15]([F:18])[CH:14]=2)[CH2:24][CH2:23][CH2:22][CH2:21][CH2:20]1, predict the reactants needed to synthesize it. (2) Given the product [NH2:1][C:2]1[C:3]([Br:12])=[CH:4][C:5]([Cl:11])=[C:6]([CH:8]([OH:10])[CH3:9])[CH:7]=1, predict the reactants needed to synthesize it. The reactants are: [NH2:1][C:2]1[C:3]([Br:12])=[CH:4][C:5]([Cl:11])=[C:6]([C:8](=[O:10])[CH3:9])[CH:7]=1.[BH4-].[Na+]. (3) The reactants are: [C:1]([C:3]1([CH2:16][CH:17]2[CH2:19][CH2:18]2)[CH2:8][CH2:7][N:6](C(OC(C)(C)C)=O)[CH2:5][CH2:4]1)#[N:2]. Given the product [C:1]([C:3]1([CH2:16][CH:17]2[CH2:19][CH2:18]2)[CH2:8][CH2:7][NH:6][CH2:5][CH2:4]1)#[N:2], predict the reactants needed to synthesize it. (4) The reactants are: [F:1][C:2]1[CH:3]=[C:4]([CH3:11])[CH:5]=[CH:6][C:7]=1[N+:8]([O-:10])=[O:9].BrN1C(=[O:18])CCC1=O.C(Cl)(Cl)(Cl)Cl.C(OOC(=O)C1C=CC=CC=1)(=O)C1C=CC=CC=1. Given the product [F:1][C:2]1[CH:3]=[C:4]([CH:5]=[CH:6][C:7]=1[N+:8]([O-:10])=[O:9])[CH:11]=[O:18], predict the reactants needed to synthesize it. (5) The reactants are: [O:1]1[C:5]([C:6]2[CH:11]=[CH:10][CH:9]=[CH:8][N:7]=2)=[CH:4][N:3]=[CH:2]1.[Li]CCCC.[C:17](Cl)(=[O:20])[CH2:18][CH3:19]. Given the product [N:7]1[CH:8]=[CH:9][CH:10]=[CH:11][C:6]=1[C:5]1[O:1][C:2]([C:17](=[O:20])[CH2:18][CH3:19])=[N:3][CH:4]=1, predict the reactants needed to synthesize it. (6) Given the product [C:51](#[N:52])[C:45]1[C:46](=[CH:49][CH:50]=[CH:43][CH:44]=1)[C:47]#[N:48], predict the reactants needed to synthesize it. The reactants are: OC1C=CC(C(C2C=CC(O)=CC=2)(C)C)=CC=1.ClC1C=CC(C(C2C=CC(Cl)=CC=2)=O)=CC=1.C([O-])([O-])=O.[K+].[K+].[N+]([C:43]1[CH:44]=[C:45]([C:51]#[N:52])[C:46](=[CH:49][CH:50]=1)[C:47]#[N:48])([O-])=O.Cl. (7) Given the product [C:51]1([CH2:50][C:49]([NH:48][C:46](=[S:47])[NH:45][C:21]2[CH:20]=[CH:19][C:24]([O:25][C:26]3[CH:31]=[CH:30][N:29]=[C:28]4[CH:32]=[CH:33][S:34][C:27]=34)=[CH:23][CH:22]=2)=[O:57])[CH:56]=[CH:55][CH:54]=[CH:53][CH:52]=1, predict the reactants needed to synthesize it. The reactants are: S1C2C(=NC=CC=2OC2C=CC(N)=CC=2)C=C1.F[C:19]1[CH:20]=[C:21]([NH:45][C:46]([NH:48][C:49](=[O:57])[CH2:50][C:51]2[CH:56]=[CH:55][CH:54]=[CH:53][CH:52]=2)=[S:47])[CH:22]=[CH:23][C:24]=1[O:25][C:26]1[CH:31]=[CH:30][N:29]=[C:28]2[CH:32]=[C:33](C3C=CC(S(C)(=O)=O)=CC=3)[S:34][C:27]=12. (8) Given the product [NH:1]1[C:9]2[CH:8]=[CH:7][N:6]=[CH:5][C:4]=2[N:3]=[C:2]1[C:10]1([NH2:13])[CH2:11][CH2:12]1, predict the reactants needed to synthesize it. The reactants are: [NH:1]1[C:9]2[CH:8]=[CH:7][N:6]=[CH:5][C:4]=2[N:3]=[C:2]1[C:10]1([NH:13]C(=O)OCC2C=CC=CC=2)[CH2:12][CH2:11]1.[H][H].